This data is from Reaction yield outcomes from USPTO patents with 853,638 reactions. The task is: Predict the reaction yield, written as a fraction of the theoretical maximum amount of product (1.0 means a 100% yield; for example, 0.34 means a 34% yield). (1) The reactants are [Br-:1].[Li+].[CH3:3][C:4]1[CH:9]=[CH:8][C:7]([S:10]([O:13][C@@H:14]2[CH2:18][O:17][C@@H:16]3[C@@H:19](OS(C4C=CC(C)=CC=4)(=O)=O)[CH2:20][O:21][C@H:15]23)(=[O:12])=[O:11])=[CH:6][CH:5]=1. The catalyst is CS(C)=O.O. The product is [CH3:3][C:4]1[CH:9]=[CH:8][C:7]([S:10]([O:13][C@H:14]2[CH2:18][O:17][C@@H:16]3[C@@H:19]([Br:1])[CH2:20][O:21][C@H:15]23)(=[O:12])=[O:11])=[CH:6][CH:5]=1. The yield is 0.550. (2) The reactants are C1(C)C=CC(S([N:10]2[CH2:16][C:12]3([CH2:15][O:14][CH2:13]3)[CH2:11]2)(=O)=O)=CC=1.[Mg].[C:19]([OH:24])(=[O:23])[C:20]([OH:22])=[O:21]. The catalyst is CO. The product is [C:19]([OH:24])(=[O:23])[C:20]([OH:22])=[O:21].[CH2:13]1[C:12]2([CH2:16][NH:10][CH2:11]2)[CH2:15][O:14]1. The yield is 0.736. (3) The reactants are [Cl:1][C:2]1[CH:3]=[CH:4][C:5]([N+:9]([O-:11])=[O:10])=[C:6]([OH:8])[CH:7]=1.[C:12]([O-])([O-])=O.[K+].[K+].IC. The catalyst is CN(C=O)C. The product is [Cl:1][C:2]1[CH:3]=[CH:4][C:5]([N+:9]([O-:11])=[O:10])=[C:6]([O:8][CH3:12])[CH:7]=1. The yield is 0.700. (4) The reactants are [Cl:1][C:2]1[CH:3]=[C:4]([CH:7]=[CH:8][C:9]=1[OH:10])[CH:5]=[O:6].Br[CH2:12][CH:13]1[CH2:15][CH2:14]1. No catalyst specified. The product is [Cl:1][C:2]1[CH:3]=[C:4]([CH:7]=[CH:8][C:9]=1[O:10][CH2:12][CH:13]1[CH2:15][CH2:14]1)[CH:5]=[O:6]. The yield is 0.970. (5) The reactants are [Cl:1][C:2]1[CH:3]=[C:4]([C:33]2[CH:38]=[CH:37][C:36]([C:39](O)=[O:40])=[CH:35][CH:34]=2)[CH:5]=[C:6]([Cl:32])[C:7]=1[CH2:8][C@@H:9]1[CH2:13][CH2:12][N:11]([N:14]2[CH2:19][CH2:18][CH:17]([O:20][Si:21]([CH:28]([CH3:30])[CH3:29])([CH:25]([CH3:27])[CH3:26])[CH:22]([CH3:24])[CH3:23])[CH2:16][CH2:15]2)[C:10]1=[O:31].C(N1C=CN=C1)(N1C=CN=C1)=O.Cl.[F:55][C:56]([F:64])([F:63])[CH:57]1[CH2:62][CH2:61][NH:60][CH2:59][CH2:58]1.C(N(C(C)C)CC)(C)C. The catalyst is C(Cl)Cl.C(OCC)(=O)C. The product is [Cl:32][C:6]1[CH:5]=[C:4]([C:33]2[CH:34]=[CH:35][C:36]([C:39]([N:60]3[CH2:61][CH2:62][CH:57]([C:56]([F:64])([F:63])[F:55])[CH2:58][CH2:59]3)=[O:40])=[CH:37][CH:38]=2)[CH:3]=[C:2]([Cl:1])[C:7]=1[CH2:8][C@@H:9]1[CH2:13][CH2:12][N:11]([N:14]2[CH2:19][CH2:18][CH:17]([O:20][Si:21]([CH:28]([CH3:29])[CH3:30])([CH:22]([CH3:24])[CH3:23])[CH:25]([CH3:27])[CH3:26])[CH2:16][CH2:15]2)[C:10]1=[O:31]. The yield is 0.840.